Task: Regression. Given two drug SMILES strings and cell line genomic features, predict the synergy score measuring deviation from expected non-interaction effect.. Dataset: NCI-60 drug combinations with 297,098 pairs across 59 cell lines (1) Drug 1: CN(C)C1=NC(=NC(=N1)N(C)C)N(C)C. Drug 2: C(CCl)NC(=O)N(CCCl)N=O. Cell line: SK-MEL-2. Synergy scores: CSS=3.23, Synergy_ZIP=0.664, Synergy_Bliss=3.41, Synergy_Loewe=-0.0442, Synergy_HSA=0.0529. (2) Drug 1: COCCOC1=C(C=C2C(=C1)C(=NC=N2)NC3=CC=CC(=C3)C#C)OCCOC. Drug 2: CCC1=C2N=C(C=C(N2N=C1)NCC3=C[N+](=CC=C3)[O-])N4CCCCC4CCO. Cell line: SK-OV-3. Synergy scores: CSS=66.9, Synergy_ZIP=4.91, Synergy_Bliss=6.44, Synergy_Loewe=-0.496, Synergy_HSA=5.79.